The task is: Predict the product of the given reaction.. This data is from Forward reaction prediction with 1.9M reactions from USPTO patents (1976-2016). (1) Given the reactants [BH4-].[Na+].[Cl:3][C:4]1[CH:16]=[CH:15][C:7]([C:8]([CH:10]2[CH2:12][CH:11]2[C:13]#[N:14])=[O:9])=[C:6]([F:17])[CH:5]=1.[Cl-].[NH4+].C(OCC)C, predict the reaction product. The product is: [Cl:3][C:4]1[CH:16]=[CH:15][C:7]([CH:8]([OH:9])[CH:10]2[CH2:12][CH:11]2[C:13]#[N:14])=[C:6]([F:17])[CH:5]=1. (2) The product is: [F:29][C:11]1[CH:10]=[C:9]([CH2:8][CH:7]([NH:30][C:31]([C:33]2[CH:34]=[C:35]([C:39]3[CH:40]=[CH:41][C:42]([CH3:45])=[CH:43][CH:44]=3)[CH:36]=[CH:37][CH:38]=2)=[O:32])[C:6]([OH:46])=[O:5])[CH:14]=[CH:13][C:12]=1[C:15]1[N:19]=[C:18]([C:20]([N:22]2[CH2:23][CH2:24][CH:25]([CH3:28])[CH2:26][CH2:27]2)=[O:21])[O:17][N:16]=1. Given the reactants C([O:5][C:6](=[O:46])[CH:7]([NH:30][C:31]([C:33]1[CH:34]=[C:35]([C:39]2[CH:44]=[CH:43][C:42]([CH3:45])=[CH:41][CH:40]=2)[CH:36]=[CH:37][CH:38]=1)=[O:32])[CH2:8][C:9]1[CH:14]=[CH:13][C:12]([C:15]2[N:19]=[C:18]([C:20]([N:22]3[CH2:27][CH2:26][CH:25]([CH3:28])[CH2:24][CH2:23]3)=[O:21])[O:17][N:16]=2)=[C:11]([F:29])[CH:10]=1)(C)(C)C.COC(C1ON=C(C2C=CC(CC(C(OC(C)(C)C)=O)NC(C3C=C(C4C=CC(C)=CC=4)C=CC=3)=O)=CC=2F)N=1)=O.CC1CCNCC1, predict the reaction product.